Predict the product of the given reaction. From a dataset of Forward reaction prediction with 1.9M reactions from USPTO patents (1976-2016). (1) Given the reactants [Cl:1][C:2]1[C:3]([CH:31]=O)=[C:4]([C:27]([F:30])([F:29])[F:28])[CH:5]=[C:6]2[C:11]=1[NH:10][C:9](=[O:12])[N:8]([CH2:13][C:14]1[CH:19]=[C:18]([Cl:20])[CH:17]=[CH:16][C:15]=1[S:21]([CH2:24][CH3:25])(=[O:23])=[O:22])[C:7]2=[O:26].[C:33]([O:37][C:38](=[O:47])[N:39]([CH3:46])[CH2:40][C@@H:41]1[CH2:45][CH2:44][CH2:43][NH:42]1)([CH3:36])([CH3:35])[CH3:34], predict the reaction product. The product is: [C:33]([O:37][C:38](=[O:47])[N:39]([CH2:40][C@@H:41]1[CH2:45][CH2:44][CH2:43][N:42]1[CH2:31][C:3]1[C:2]([Cl:1])=[C:11]2[C:6]([C:7](=[O:26])[N:8]([CH2:13][C:14]3[CH:19]=[C:18]([Cl:20])[CH:17]=[CH:16][C:15]=3[S:21]([CH2:24][CH3:25])(=[O:22])=[O:23])[C:9](=[O:12])[NH:10]2)=[CH:5][C:4]=1[C:27]([F:29])([F:30])[F:28])[CH3:46])([CH3:36])([CH3:35])[CH3:34]. (2) Given the reactants [C:1]([O:4][CH2:5][C@@H:6]1[C@@H:11]([O:12][C:13](=[O:15])[CH3:14])[C@H:10]([OH:16])[C@H:9]([OH:17])[C@@H:8]([C:18]2[CH:23]=[CH:22][CH:21]=[C:20]([Br:24])[CH:19]=2)[O:7]1)(=[O:3])[CH3:2].CCN(C(C)C)C(C)C.[CH3:34][C:35](OC(C)=O)=[O:36].C1C[O:44][CH2:43][CH2:42]1, predict the reaction product. The product is: [C:1]([O:4][CH2:5][C@@H:6]1[C@@H:11]([O:12][C:13](=[O:15])[CH3:14])[C@H:10]([O:16][C:35](=[O:36])[CH3:34])[C@H:9]([O:17][C:43](=[O:44])[CH3:42])[C@@H:8]([C:18]2[CH:23]=[CH:22][CH:21]=[C:20]([Br:24])[CH:19]=2)[O:7]1)(=[O:3])[CH3:2]. (3) Given the reactants [NH:1]1[CH2:6][CH2:5][CH2:4][CH2:3][CH:2]1[CH2:7][CH2:8][NH:9][C:10]1[S:11][C:12]([C:15]([C:17]2[CH:22]=[CH:21][CH:20]=[CH:19][C:18]=2[CH3:23])=[O:16])=[CH:13][N:14]=1.Cl.[S:25]1[CH:29]=[CH:28][C:27]([S:30](Cl)(=[O:32])=[O:31])=[CH:26]1.CCN(CC)CC, predict the reaction product. The product is: [S:25]1[CH:29]=[CH:28][C:27]([S:30]([N:1]2[CH2:6][CH2:5][CH2:4][CH2:3][CH:2]2[CH2:7][CH2:8][NH:9][C:10]2[S:11][C:12]([C:15]([C:17]3[CH:22]=[CH:21][CH:20]=[CH:19][C:18]=3[CH3:23])=[O:16])=[CH:13][N:14]=2)(=[O:32])=[O:31])=[CH:26]1. (4) The product is: [CH3:1][O:2][C:3]1[CH:39]=[C:38]([O:40][CH3:41])[CH:37]=[CH:36][C:4]=1[CH2:5][NH:6][C:7]1[CH:12]=[C:11]([F:13])[CH:10]=[CH:9][C:8]=1[NH:14][C:15]1[N:20]=[C:19]([NH:21][C@H:22]2[C:31]3[C:26](=[C:27]([F:32])[CH:28]=[CH:29][CH:30]=3)[O:25][CH2:24][CH2:23]2)[C:18]([NH2:33])=[CH:17][N:16]=1. Given the reactants [CH3:1][O:2][C:3]1[CH:39]=[C:38]([O:40][CH3:41])[CH:37]=[CH:36][C:4]=1[CH2:5][NH:6][C:7]1[CH:12]=[C:11]([F:13])[CH:10]=[CH:9][C:8]=1[NH:14][C:15]1[N:20]=[C:19]([NH:21][C@H:22]2[C:31]3[C:26](=[C:27]([F:32])[CH:28]=[CH:29][CH:30]=3)[O:25][CH2:24][CH2:23]2)[C:18]([N+:33]([O-])=O)=[CH:17][N:16]=1, predict the reaction product. (5) Given the reactants [NH2:1][C:2]1[C:3](=[O:15])[N:4]([CH2:12][C:13]#[CH:14])[C:5](=[O:11])[N:6]([CH2:9][CH3:10])[C:7]=1[NH2:8].[CH3:16][O:17][C:18]1[CH:19]=[C:20]([C:26]#[C:27][C:28](O)=[O:29])[CH:21]=[CH:22][C:23]=1[O:24][CH3:25].C(Cl)CCl.Cl.CN(C)CCCN=C=NCC, predict the reaction product. The product is: [NH2:8][C:7]1[N:6]([CH2:9][CH3:10])[C:5](=[O:11])[N:4]([CH2:12][C:13]#[CH:14])[C:3](=[O:15])[C:2]=1[NH:1][C:28](=[O:29])[C:27]#[C:26][C:20]1[CH:21]=[CH:22][C:23]([O:24][CH3:25])=[C:18]([O:17][CH3:16])[CH:19]=1. (6) The product is: [OH:14][CH2:13][CH2:12][CH2:11][NH:10][C:3]1[CH:8]=[CH:7][CH:6]=[CH:5][N+:4]=1[O-:9]. Given the reactants Cl.Cl[C:3]1[CH:8]=[CH:7][CH:6]=[CH:5][N+:4]=1[O-:9].[NH2:10][CH2:11][CH2:12][CH2:13][OH:14].C([O-])(O)=O.[Na+], predict the reaction product. (7) The product is: [CH3:21][O:20][N:19]([CH3:18])[C:7]([C:3]1[CH:4]=[N:5][O:6][C:2]=1[CH3:1])=[O:9]. Given the reactants [CH3:1][C:2]1[O:6][N:5]=[CH:4][C:3]=1[C:7]([OH:9])=O.C(N(CC)CC)C.Cl.[CH3:18][NH:19][O:20][CH3:21].C(P1(=O)OP(CCC)(=O)OP(CCC)(=O)O1)CC.C(=O)(O)[O-].[Na+], predict the reaction product. (8) Given the reactants C(C1N([CH2:14][C:15]2[CH:32]=[CH:31][C:18]3/[C:19](=[CH:28]/[C:29]#[N:30])/[C:20]4[CH:27]=[CH:26][CH:25]=[CH:24][C:21]=4[CH2:22][CH2:23][C:17]=3[CH:16]=2)C2=NC(C)=CC(C)=C2N=1)C.CC(OI1(OC(C)=O)(OC(C)=O)OC(=O)C2C1=CC=CC=2)=[O:35].C(O)(C)C.O, predict the reaction product. The product is: [CH:14]([C:15]1[CH:32]=[CH:31][C:18]2/[C:19](=[CH:28]/[C:29]#[N:30])/[C:20]3[CH:27]=[CH:26][CH:25]=[CH:24][C:21]=3[CH2:22][CH2:23][C:17]=2[CH:16]=1)=[O:35]. (9) Given the reactants [Cl:1][C:2]1[N:6]2[C:7]3[CH:38]=[CH:37][C:36]([Cl:39])=[CH:35][C:8]=3[C@@H:9]([C:25]3[CH:30]=[CH:29][CH:28]=[C:27]([O:31][CH3:32])[C:26]=3[O:33][CH3:34])[O:10][C@H:11]([CH2:12][CH2:13][N:14]3[N:18]=[N:17][C:16]([CH2:19][C:20]([O:22]CC)=[O:21])=[N:15]3)[C:5]2=[CH:4][CH:3]=1.O.[OH-].[Li+], predict the reaction product. The product is: [Cl:1][C:2]1[N:6]2[C:7]3[CH:38]=[CH:37][C:36]([Cl:39])=[CH:35][C:8]=3[C@@H:9]([C:25]3[CH:30]=[CH:29][CH:28]=[C:27]([O:31][CH3:32])[C:26]=3[O:33][CH3:34])[O:10][C@H:11]([CH2:12][CH2:13][N:14]3[N:18]=[N:17][C:16]([CH2:19][C:20]([OH:22])=[O:21])=[N:15]3)[C:5]2=[CH:4][CH:3]=1.